Task: Predict which catalyst facilitates the given reaction.. Dataset: Catalyst prediction with 721,799 reactions and 888 catalyst types from USPTO (1) Reactant: [F:1][C:2]1[CH:7]=[C:6]([F:8])[C:5]([F:9])=[CH:4][C:3]=1[NH:10][C:11]1[O:12][CH:13]=[C:14]([C:16]([OH:18])=O)[N:15]=1.[NH2:19][C:20]1[CH:25]=[CH:24][C:23]([C@H:26]2[CH2:31][CH2:30][C@H:29]([CH2:32][C:33]([O:35][CH3:36])=[O:34])[CH2:28][CH2:27]2)=[CH:22][CH:21]=1.CCN=C=NCCCN(C)C.C1C=CC2N(O)N=NC=2C=1. Product: [F:1][C:2]1[CH:7]=[C:6]([F:8])[C:5]([F:9])=[CH:4][C:3]=1[NH:10][C:11]1[O:12][CH:13]=[C:14]([C:16]([NH:19][C:20]2[CH:21]=[CH:22][C:23]([C@H:26]3[CH2:27][CH2:28][C@H:29]([CH2:32][C:33]([O:35][CH3:36])=[O:34])[CH2:30][CH2:31]3)=[CH:24][CH:25]=2)=[O:18])[N:15]=1. The catalyst class is: 287. (2) Reactant: [CH:1]1([C:4]2[CH:11]=[CH:10][C:7]([CH:8]=[O:9])=[CH:6][CH:5]=2)[CH2:3][CH2:2]1.[BH4-].[Li+].O. Product: [CH:1]1([C:4]2[CH:5]=[CH:6][C:7]([CH2:8][OH:9])=[CH:10][CH:11]=2)[CH2:2][CH2:3]1. The catalyst class is: 5. (3) Product: [Br:15][C:14]1[C:10]2[CH:9]=[CH:8][CH:7]=[C:6]([C:4](=[O:5])[CH3:18])[C:11]=2[S:12][C:13]=1[CH3:16]. Reactant: CON(C)[C:4]([C:6]1[C:11]2[S:12][C:13]([CH3:16])=[C:14]([Br:15])[C:10]=2[CH:9]=[CH:8][CH:7]=1)=[O:5].[CH3:18][Mg+].[Br-]. The catalyst class is: 1. (4) Reactant: [OH:1][C:2]1[CH:3]=[C:4](/[CH:10]=[CH:11]/[C:12]([NH:14][C:15]2[CH:23]=[CH:22][CH:21]=[CH:20][C:16]=2[C:17]([OH:19])=[O:18])=O)[CH:5]=[CH:6][C:7]=1[O:8][CH3:9].[C:24](OC(=O)C)(=[O:26])[CH3:25]. Product: [C:24]([O:1][C:2]1[CH:3]=[C:4]([CH:5]=[CH:6][C:7]=1[O:8][CH3:9])/[CH:10]=[CH:11]/[C:12]1[O:19][C:17](=[O:18])[C:16]2[CH:20]=[CH:21][CH:22]=[CH:23][C:15]=2[N:14]=1)(=[O:26])[CH3:25]. The catalyst class is: 6. (5) Reactant: [OH:1][Li].O.[Cl:4][C:5]1[CH:10]=[CH:9][C:8]([CH:11]2[CH2:17][C:14]3([CH2:16][CH2:15]3)[N:13]([C:18]([O:20][C:21]([CH3:24])([CH3:23])[CH3:22])=[O:19])[C:12]2=[O:25])=[CH:7][CH:6]=1. Product: [C:21]([O:20][C:18]([NH:13][C:14]1([CH2:17][CH:11]([C:8]2[CH:9]=[CH:10][C:5]([Cl:4])=[CH:6][CH:7]=2)[C:12]([OH:25])=[O:1])[CH2:16][CH2:15]1)=[O:19])([CH3:24])([CH3:23])[CH3:22]. The catalyst class is: 799. (6) Reactant: [CH:1]1([C:7]2[CH:12]=[CH:11][C:10]([C:13]3[CH:14]=[N:15][C:16]([NH2:19])=[N:17][CH:18]=3)=[C:9]([F:20])[C:8]=2[O:21]COC)[CH2:6][CH2:5][CH2:4][CH2:3][CH2:2]1.C(O)(C(F)(F)F)=O. Product: [NH2:19][C:16]1[N:17]=[CH:18][C:13]([C:10]2[C:9]([F:20])=[C:8]([OH:21])[C:7]([CH:1]3[CH2:6][CH2:5][CH2:4][CH2:3][CH2:2]3)=[CH:12][CH:11]=2)=[CH:14][N:15]=1. The catalyst class is: 2.